From a dataset of Peptide-MHC class I binding affinity with 185,985 pairs from IEDB/IMGT. Regression. Given a peptide amino acid sequence and an MHC pseudo amino acid sequence, predict their binding affinity value. This is MHC class I binding data. The peptide sequence is LQQSKPASLV. The MHC is HLA-A01:01 with pseudo-sequence HLA-A01:01. The binding affinity (normalized) is 0.